Dataset: Peptide-MHC class I binding affinity with 185,985 pairs from IEDB/IMGT. Task: Regression. Given a peptide amino acid sequence and an MHC pseudo amino acid sequence, predict their binding affinity value. This is MHC class I binding data. The peptide sequence is ATSRTLSYYK. The MHC is HLA-A11:01 with pseudo-sequence HLA-A11:01. The binding affinity (normalized) is 0.894.